Dataset: Full USPTO retrosynthesis dataset with 1.9M reactions from patents (1976-2016). Task: Predict the reactants needed to synthesize the given product. (1) Given the product [CH3:1][S:2][C:3]1[S:4][C:5]([C:13]2[CH:17]=[CH:16][N:15]([CH2:21][O:22][CH2:23][CH2:24][Si:25]([CH3:28])([CH3:27])[CH3:26])[N:14]=2)=[C:6]2[CH2:11][CH2:10][CH2:9][C:8](=[O:12])[C:7]=12, predict the reactants needed to synthesize it. The reactants are: [CH3:1][S:2][C:3]1[S:4][C:5]([C:13]2[CH:17]=[CH:16][NH:15][N:14]=2)=[C:6]2[CH2:11][CH2:10][CH2:9][C:8](=[O:12])[C:7]=12.[H-].[Na+].Cl[CH2:21][O:22][CH2:23][CH2:24][Si:25]([CH3:28])([CH3:27])[CH3:26]. (2) Given the product [Br:1][C:2]1[C:3]([C:30]2[C:38]3[C:33](=[CH:34][CH:35]=[CH:36][CH:37]=3)[NH:32][CH:31]=2)=[N:4][C:5]([NH:8][C:9]2[CH:14]=[CH:13][C:12]([N:15]3[CH2:16][CH2:17][CH:18]([N:21]4[CH2:26][CH2:25][N:24]([CH3:27])[CH2:23][CH2:22]4)[CH2:19][CH2:20]3)=[CH:11][C:10]=2[O:28][CH3:29])=[N:6][CH:7]=1, predict the reactants needed to synthesize it. The reactants are: [Br:1][C:2]1[C:3]([C:30]2[C:38]3[C:33](=[CH:34][CH:35]=[CH:36][CH:37]=3)[N:32](S(C3C=CC(C)=CC=3)(=O)=O)[CH:31]=2)=[N:4][C:5]([NH:8][C:9]2[CH:14]=[CH:13][C:12]([N:15]3[CH2:20][CH2:19][CH:18]([N:21]4[CH2:26][CH2:25][N:24]([CH3:27])[CH2:23][CH2:22]4)[CH2:17][CH2:16]3)=[CH:11][C:10]=2[O:28][CH3:29])=[N:6][CH:7]=1.C([O-])([O-])=O.[Cs+].[Cs+]. (3) The reactants are: [OH-].[Na+].[NH2:3][C:4]1[C:5]2[C:12]([Br:13])=[CH:11][N:10]([C@@H:14]3O[C@H:17]([CH:19]=[O:20])[C@@H:16]([O:21][Si:22]([C:25]([CH3:28])([CH3:27])[CH3:26])([CH3:24])[CH3:23])[CH2:15]3)[C:6]=2[N:7]=[CH:8][N:9]=1.[CH2:29]=O.[BH4-].[Na+].[O:33]1CCOC[CH2:34]1. Given the product [NH2:3][C:4]1[C:5]2[C:12]([Br:13])=[CH:11][N:10]([C@@H:14]3[CH2:29][C:17]([CH2:34][OH:33])([CH2:19][OH:20])[C@@H:16]([O:21][Si:22]([C:25]([CH3:26])([CH3:27])[CH3:28])([CH3:24])[CH3:23])[CH2:15]3)[C:6]=2[N:7]=[CH:8][N:9]=1, predict the reactants needed to synthesize it. (4) Given the product [OH:31][CH2:30][CH2:29][CH2:28][C:25]1[CH:26]=[CH:27][C:22]([C:2]2[N:7]=[C:6]([C:8]#[N:9])[C:5]3[N:10]=[CH:11][N:12]([CH3:13])[C:4]=3[CH:3]=2)=[CH:23][C:24]=1[C:32]([F:33])([F:34])[F:35], predict the reactants needed to synthesize it. The reactants are: Cl[C:2]1[N:7]=[C:6]([C:8]#[N:9])[C:5]2[N:10]=[CH:11][N:12]([CH3:13])[C:4]=2[CH:3]=1.CC1(C)C(C)(C)OB([C:22]2[CH:27]=[CH:26][C:25]([CH2:28][CH2:29][CH2:30][OH:31])=[C:24]([C:32]([F:35])([F:34])[F:33])[CH:23]=2)O1.C1(P(C2CCCCC2)C2CCCCC2)CCCCC1.P([O-])([O-])([O-])=O.[K+].[K+].[K+]. (5) Given the product [NH2:1][C:2]1[C:3]2[C:10]([C:29]3[CH:28]=[C:27]4[C:32]([CH:33]=[CH:34][C:25]([C:19]5[CH:24]=[CH:23][CH:22]=[CH:21][CH:20]=5)=[N:26]4)=[CH:31][CH:30]=3)=[CH:9][N:8]([C@H:12]3[CH2:15][C@H:14]([C:16]([NH2:18])=[O:17])[CH2:13]3)[C:4]=2[N:5]=[CH:6][N:7]=1, predict the reactants needed to synthesize it. The reactants are: [NH2:1][C:2]1[C:3]2[C:10](I)=[CH:9][N:8]([C@H:12]3[CH2:15][C@H:14]([C:16]([NH2:18])=[O:17])[CH2:13]3)[C:4]=2[N:5]=[CH:6][N:7]=1.[C:19]1([C:25]2[CH:34]=[CH:33][C:32]3[C:27](=[CH:28][C:29](B4OC(C)(C)C(C)(C)O4)=[CH:30][CH:31]=3)[N:26]=2)[CH:24]=[CH:23][CH:22]=[CH:21][CH:20]=1.C([O-])([O-])=O.[Na+].[Na+].CN(C=O)C. (6) The reactants are: C(OC(=O)[NH:7][CH2:8][C@H:9]1[CH2:14][CH2:13][C@H:12]([NH:15][C:16]2[CH:21]=[C:20]([C:22]3[CH:27]=[CH:26][CH:25]=[C:24]([F:28])[N:23]=3)[C:19]([Cl:29])=[CH:18][N:17]=2)[CH2:11][CH2:10]1)(C)(C)C.Cl.O1CCOCC1. Given the product [NH2:7][CH2:8][C@H:9]1[CH2:10][CH2:11][C@H:12]([NH:15][C:16]2[CH:21]=[C:20]([C:22]3[CH:27]=[CH:26][CH:25]=[C:24]([F:28])[N:23]=3)[C:19]([Cl:29])=[CH:18][N:17]=2)[CH2:13][CH2:14]1, predict the reactants needed to synthesize it. (7) Given the product [Cl:1][C:2]1[CH:7]=[CH:6][C:5]([CH2:8][NH:9][CH:10]2[CH2:15][CH2:14][CH:13]([O:16][C:17]3[C:18]([Cl:27])=[C:19]4[C:24](=[CH:25][CH:26]=3)[CH:23]=[N:22][CH:21]=[CH:20]4)[CH2:12][CH2:11]2)=[CH:4][C:3]=1[S:28]([NH2:31])(=[O:30])=[O:29], predict the reactants needed to synthesize it. The reactants are: [Cl:1][C:2]1[CH:7]=[CH:6][C:5]([CH2:8][NH:9][C@H:10]2[CH2:15][CH2:14][C@@H:13]([O:16][C:17]3[C:18]([Cl:27])=[C:19]4[C:24](=[CH:25][CH:26]=3)[CH:23]=[N:22][CH:21]=[CH:20]4)[CH2:12][CH2:11]2)=[CH:4][C:3]=1[S:28]([N:31]=CN(C)C)(=[O:30])=[O:29].[OH-].[Na+]. (8) The reactants are: [CH:1]1([NH:4][C:5]2[C:10]([C:11]([NH2:13])=[O:12])=[CH:9][N:8]=[C:7]([NH:14][C:15]3[CH:20]=[CH:19][C:18]([CH:21]4[CH2:26][CH2:25][N:24](C(=O)N(C)C)[CH2:23][CH2:22]4)=[CH:17][CH:16]=3)[N:6]=2)[CH2:3][CH2:2]1.[CH3:32][N:33]([CH3:38])[S:34](Cl)(=[O:36])=[O:35]. Given the product [CH:1]1([NH:4][C:5]2[C:10]([C:11]([NH2:13])=[O:12])=[CH:9][N:8]=[C:7]([NH:14][C:15]3[CH:16]=[CH:17][C:18]([CH:21]4[CH2:26][CH2:25][N:24]([S:34](=[O:36])(=[O:35])[N:33]([CH3:38])[CH3:32])[CH2:23][CH2:22]4)=[CH:19][CH:20]=3)[N:6]=2)[CH2:3][CH2:2]1, predict the reactants needed to synthesize it.